This data is from Catalyst prediction with 721,799 reactions and 888 catalyst types from USPTO. The task is: Predict which catalyst facilitates the given reaction. (1) Reactant: [CH2:1]([C:3]1[CH:4]=[C:5]([CH2:11][C:12]([C:26]([O:28][CH2:29][CH3:30])=[O:27])([C:21]([O:23][CH2:24][CH3:25])=[O:22])[CH2:13][C:14]([O:16]C(C)(C)C)=[O:15])[CH:6]=[CH:7][C:8]=1[CH2:9][CH3:10])[CH3:2].C(O)(C(F)(F)F)=O. Product: [CH2:1]([C:3]1[CH:4]=[C:5]([CH2:11][C:12]([C:26]([O:28][CH2:29][CH3:30])=[O:27])([C:21]([O:23][CH2:24][CH3:25])=[O:22])[CH2:13][C:14]([OH:16])=[O:15])[CH:6]=[CH:7][C:8]=1[CH2:9][CH3:10])[CH3:2]. The catalyst class is: 2. (2) Reactant: [H-].[Na+].[C:3]([O:10][CH3:11])(=[O:9])[CH2:4][C:5]([O:7][CH3:8])=[O:6].Br[C:13]1[CH:18]=[CH:17][C:16]([N+:19]([O-:21])=[O:20])=[CH:15][C:14]=1[F:22]. Product: [F:22][C:14]1[CH:15]=[C:16]([N+:19]([O-:21])=[O:20])[CH:17]=[CH:18][C:13]=1[CH:4]([C:3]([O:10][CH3:11])=[O:9])[C:5]([O:7][CH3:8])=[O:6]. The catalyst class is: 3. (3) Reactant: [OH:1][C:2]1[CH:3]=[C:4]([CH:7]=[CH:8][CH:9]=1)[CH:5]=[O:6].[I-].[Na+].[CH2:12](Br)[CH:13]=[CH2:14].C(=O)([O-])[O-].[K+].[K+].S([O-])([O-])(=O)=O.[Na+].[Na+]. Product: [CH2:14]([O:1][C:2]1[CH:3]=[C:4]([CH:7]=[CH:8][CH:9]=1)[CH:5]=[O:6])[CH:13]=[CH2:12]. The catalyst class is: 8. (4) Reactant: [CH2:1]([N:3]([CH2:24][CH3:25])[C:4]1[CH:5]=[C:6]2[C:15](=[CH:16][CH:17]=1)[N:14]=[C:13]1[C:8](=[CH:9][C:10](=[O:23])[C:11]3[CH:21]=[CH:20][C:19]([OH:22])=[CH:18][C:12]=31)[O:7]2)[CH3:2].[CH2:26]([O:29][C:30](=[O:35])[CH2:31][CH2:32][CH2:33]Br)[CH:27]=[CH2:28].C(=O)([O-])[O-].[K+].[K+]. Product: [CH2:26]([O:29][C:30](=[O:35])[CH2:31][CH2:32][CH2:33][O:22][C:19]1[CH:20]=[CH:21][C:11]2[C:10](=[O:23])[CH:9]=[C:8]3[C:13](=[N:14][C:15]4[C:6]([O:7]3)=[CH:5][C:4]([N:3]([CH2:1][CH3:2])[CH2:24][CH3:25])=[CH:17][CH:16]=4)[C:12]=2[CH:18]=1)[CH:27]=[CH2:28]. The catalyst class is: 163. (5) Reactant: [Cl:1][C:2]1[C:7]2[CH:8]=[C:9]([C:11](=[O:13])[CH3:12])[O:10][C:6]=2[CH:5]=[CH:4][N:3]=1.[Li+].C[Si]([N-][Si](C)(C)C)(C)C.C[Si](Cl)(C)C.C(=O)(O)[O-].[Na+].C1C(=O)N([Br:41])C(=O)C1. Product: [Br:41][CH2:12][C:11]([C:9]1[O:10][C:6]2[CH:5]=[CH:4][N:3]=[C:2]([Cl:1])[C:7]=2[CH:8]=1)=[O:13]. The catalyst class is: 56. (6) Product: [Cl:1][C:2]1[CH:7]=[CH:6][C:5]([O:8][C:11]2[CH:18]=[CH:17][C:14]([C:15]#[N:16])=[CH:13][CH:12]=2)=[CH:4][C:3]=1[I:9]. Reactant: [Cl:1][C:2]1[CH:7]=[CH:6][C:5]([OH:8])=[CH:4][C:3]=1[I:9].F[C:11]1[CH:18]=[CH:17][C:14]([C:15]#[N:16])=[CH:13][CH:12]=1.C(=O)([O-])[O-].[Cs+].[Cs+]. The catalyst class is: 9. (7) Reactant: [C:1]([NH:8][CH2:9][C:10]([OH:12])=O)([O:3][C:4]([CH3:7])([CH3:6])[CH3:5])=[O:2].[CH2:13]([NH:17][CH2:18][CH:19]([CH3:21])[CH3:20])[CH:14]([CH3:16])[CH3:15].CCN(C(C)C)C(C)C.CN(C(ON1N=NC2C=CC=CC1=2)=[N+](C)C)C.[B-](F)(F)(F)F. Product: [CH2:13]([N:17]([CH2:18][CH:19]([CH3:21])[CH3:20])[C:10](=[O:12])[CH2:9][NH:8][C:1](=[O:2])[O:3][C:4]([CH3:5])([CH3:6])[CH3:7])[CH:14]([CH3:16])[CH3:15]. The catalyst class is: 3. (8) Reactant: CC[N:3](C(C)C)C(C)C.[Cl:10][C:11]1[CH:19]=[CH:18][C:17]([C:20]2[S:24][CH:23]=[N:22][CH:21]=2)=[CH:16][C:12]=1[C:13](O)=[O:14].ClC(OC(C)C)=O.N. Product: [Cl:10][C:11]1[CH:19]=[CH:18][C:17]([C:20]2[S:24][CH:23]=[N:22][CH:21]=2)=[CH:16][C:12]=1[C:13]([NH2:3])=[O:14]. The catalyst class is: 1. (9) Reactant: Cl[C:2]1[CH:3]=[C:4]([NH:11][C:12]2[CH:17]=[CH:16][CH:15]=[C:14]([N:18]3[CH2:22][CH2:21][CH2:20][C@@H:19]3[CH3:23])[N:13]=2)[C:5]2[N:6]([CH:8]=[CH:9][N:10]=2)[N:7]=1.[CH3:24][C:25]1[C:34](B2OC(C)(C)C(C)(C)O2)=[CH:33][CH:32]=[CH:31][C:26]=1[C:27]([O:29][CH3:30])=[O:28].CC(C1C=C(C(C)C)C(C2C=CC=CC=2P(C2CCCCC2)C2CCCCC2)=C(C(C)C)C=1)C.C([O-])([O-])=O.[Na+].[Na+]. Product: [CH3:24][C:25]1[C:34]([C:2]2[CH:3]=[C:4]([NH:11][C:12]3[CH:17]=[CH:16][CH:15]=[C:14]([N:18]4[CH2:22][CH2:21][CH2:20][C@@H:19]4[CH3:23])[N:13]=3)[C:5]3[N:6]([CH:8]=[CH:9][N:10]=3)[N:7]=2)=[CH:33][CH:32]=[CH:31][C:26]=1[C:27]([O:29][CH3:30])=[O:28]. The catalyst class is: 333.